This data is from Forward reaction prediction with 1.9M reactions from USPTO patents (1976-2016). The task is: Predict the product of the given reaction. (1) Given the reactants [C:1]([O:5][C:6](=[O:19])[NH:7][CH2:8][CH2:9][C:10]1[CH:15]=[CH:14][CH:13]=[C:12]([N:16]=[C:17]=[O:18])[CH:11]=1)([CH3:4])([CH3:3])[CH3:2].[F:20][C:21]1[CH:28]=[CH:27][C:24]([CH2:25][NH2:26])=[CH:23][CH:22]=1, predict the reaction product. The product is: [F:20][C:21]1[CH:28]=[CH:27][C:24]([CH2:25][NH:26][C:17]([NH:16][C:12]2[CH:11]=[C:10]([CH2:9][CH2:8][NH:7][C:6](=[O:19])[O:5][C:1]([CH3:4])([CH3:2])[CH3:3])[CH:15]=[CH:14][CH:13]=2)=[O:18])=[CH:23][CH:22]=1. (2) The product is: [CH3:3]/[C:4](=[CH:8]\[C:9]1[CH:14]=[CH:13][CH:12]=[CH:11][CH:10]=1)/[C:5]([NH2:17])=[O:6]. Given the reactants N#N.[CH3:3][C:4](=[CH:8][C:9]1[CH:14]=[CH:13][CH:12]=[CH:11][CH:10]=1)[C:5](O)=[O:6].CC[N:17](CC)CC.ClC(OCC)=O.N, predict the reaction product.